This data is from Reaction yield outcomes from USPTO patents with 853,638 reactions. The task is: Predict the reaction yield, written as a fraction of the theoretical maximum amount of product (1.0 means a 100% yield; for example, 0.34 means a 34% yield). (1) The reactants are N.C([O:5][CH2:6][CH2:7][CH2:8][CH:9]([F:17])[CH2:10][CH2:11][CH2:12][O:13]C(=O)C)(=O)C. The catalyst is CO. The product is [F:17][CH:9]([CH2:10][CH2:11][CH2:12][OH:13])[CH2:8][CH2:7][CH2:6][OH:5]. The yield is 1.00. (2) The reactants are FC(F)(F)C(O)=O.[OH:8][C:9]1([CH2:15][N:16]2[C:21](=[O:22])[C:20]3[CH:23]=[C:24]([CH2:26][CH2:27][CH3:28])[S:25][C:19]=3[N:18]=[CH:17]2)[CH2:14][CH2:13][NH:12][CH2:11][CH2:10]1.[C:29]1([CH:35]([CH3:40])[CH2:36][C:37](O)=[O:38])[CH:34]=[CH:33][CH:32]=[CH:31][CH:30]=1.CCN(C(C)C)C(C)C.CN(C(ON1N=NC2C=CC=NC1=2)=[N+](C)C)C.F[P-](F)(F)(F)(F)F. The product is [OH:8][C:9]1([CH2:15][N:16]2[C:21](=[O:22])[C:20]3[CH:23]=[C:24]([CH2:26][CH2:27][CH3:28])[S:25][C:19]=3[N:18]=[CH:17]2)[CH2:14][CH2:13][N:12]([C:37](=[O:38])[CH2:36][CH:35]([C:29]2[CH:34]=[CH:33][CH:32]=[CH:31][CH:30]=2)[CH3:40])[CH2:11][CH2:10]1. The catalyst is ClCCCl.ClCCl. The yield is 0.180. (3) The reactants are [CH2:1]([O:8][C:9]1[C:14]([N+:15]([O-:17])=[O:16])=[C:13](Cl)[CH:12]=[CH:11][N:10]=1)[C:2]1[CH:7]=[CH:6][CH:5]=[CH:4][CH:3]=1.[Cl:19][C:20]1[CH:25]=[C:24]([O:26][CH3:27])[C:23]([F:28])=[CH:22][C:21]=1B(O)O. No catalyst specified. The product is [CH2:1]([O:8][C:9]1[C:14]([N+:15]([O-:17])=[O:16])=[C:13]([C:21]2[CH:22]=[C:23]([F:28])[C:24]([O:26][CH3:27])=[CH:25][C:20]=2[Cl:19])[CH:12]=[CH:11][N:10]=1)[C:2]1[CH:7]=[CH:6][CH:5]=[CH:4][CH:3]=1. The yield is 0.630.